This data is from Reaction yield outcomes from USPTO patents with 853,638 reactions. The task is: Predict the reaction yield, written as a fraction of the theoretical maximum amount of product (1.0 means a 100% yield; for example, 0.34 means a 34% yield). (1) The reactants are [Cl:1][C:2]1[CH:7]=[C:6]([Cl:8])[CH:5]=[CH:4][C:3]=1[C:9]1[N:10]=[C:11](/[CH:16]=[CH:17]/[C:18]2[CH:23]=[CH:22][C:21]([O:24][CH3:25])=[CH:20][CH:19]=2)[N:12]([CH2:14][CH3:15])[CH:13]=1.C1(O)C=CC=CC=1.BrC[CH2:35][CH2:36][CH2:37][CH2:38][C:39]([O:41]CC)=[O:40]. No catalyst specified. The product is [Cl:1][C:2]1[CH:7]=[C:6]([Cl:8])[CH:5]=[CH:4][C:3]=1[C:9]1[N:10]=[C:11](/[CH:16]=[CH:17]/[C:18]2[CH:19]=[CH:20][C:21]([O:24][CH2:25][CH2:35][CH2:36][CH2:37][CH2:38][C:39]([OH:41])=[O:40])=[CH:22][CH:23]=2)[N:12]([CH2:14][CH3:15])[CH:13]=1. The yield is 0.380. (2) The catalyst is CN(C=O)C.C(OCC)(=O)C. The yield is 0.680. The product is [CH3:1][O:2][C:3]1[CH:21]=[C:20]([O:22][CH3:23])[CH:19]=[CH:18][C:4]=1[CH2:5][N:6]1[C:14](=[O:15])[C:13]2[C:8](=[CH:9][CH:10]=[CH:11][C:12]=2[O:16][CH2:25][CH2:26][CH2:27][N:28]2[CH2:33][CH2:32][O:31][CH2:30][CH2:29]2)[C:7]1=[O:17]. The reactants are [CH3:1][O:2][C:3]1[CH:21]=[C:20]([O:22][CH3:23])[CH:19]=[CH:18][C:4]=1[CH2:5][N:6]1[C:14](=[O:15])[C:13]2[C:8](=[CH:9][CH:10]=[CH:11][C:12]=2[OH:16])[C:7]1=[O:17].Cl[CH2:25][CH2:26][CH2:27][N:28]1[CH2:33][CH2:32][O:31][CH2:30][CH2:29]1.C(=O)([O-])[O-].[K+].[K+]. (3) The reactants are [Cl-].O[NH3+:3].[C:4](=[O:7])([O-])[OH:5].[Na+].[CH2:9]([N:16]1[CH2:21][CH2:20][CH:19]([N:22]2[C:27](=[O:28])[C:26]([CH2:29][C:30]3[CH:35]=[CH:34][C:33]([C:36]4[C:37]([C:42]#[N:43])=[CH:38][CH:39]=[CH:40][CH:41]=4)=[CH:32][CH:31]=3)=[C:25]([CH2:44][CH2:45][CH3:46])[N:24]3[N:47]=[CH:48][N:49]=[C:23]23)[CH2:18][CH2:17]1)[C:10]1[CH:15]=[CH:14][CH:13]=[CH:12][CH:11]=1. The yield is 0.160. The product is [CH2:9]([N:16]1[CH2:21][CH2:20][CH:19]([N:22]2[C:27](=[O:28])[C:26]([CH2:29][C:30]3[CH:35]=[CH:34][C:33]([C:36]4[CH:41]=[CH:40][CH:39]=[CH:38][C:37]=4[C:42]4[NH:3][C:4](=[O:7])[O:5][N:43]=4)=[CH:32][CH:31]=3)=[C:25]([CH2:44][CH2:45][CH3:46])[N:24]3[N:47]=[CH:48][N:49]=[C:23]23)[CH2:18][CH2:17]1)[C:10]1[CH:15]=[CH:14][CH:13]=[CH:12][CH:11]=1. The catalyst is CS(C)=O.C(OCC)(=O)C. (4) The reactants are [Cl:1][C:2]1[CH:7]=[C:6]([C:8]([F:11])([F:10])[F:9])[CH:5]=[CH:4][C:3]=1[S:12]([NH:15][C:16]1[CH:21]=[C:20]([Cl:22])[C:19]([OH:23])=[C:18]([Cl:24])[CH:17]=1)(=[O:14])=[O:13].[H-].[Na+].Cl[C:28]1[S:29][C:30]2[CH:36]=[C:35]([N+:37]([O-:39])=[O:38])[CH:34]=[CH:33][C:31]=2[N:32]=1. The catalyst is CN(C=O)C.CCOC(C)=O.Cl. The product is [Cl:1][C:2]1[CH:7]=[C:6]([C:8]([F:9])([F:11])[F:10])[CH:5]=[CH:4][C:3]=1[S:12]([NH:15][C:16]1[CH:21]=[C:20]([Cl:22])[C:19]([O:23][C:28]2[S:29][C:30]3[CH:36]=[C:35]([N+:37]([O-:39])=[O:38])[CH:34]=[CH:33][C:31]=3[N:32]=2)=[C:18]([Cl:24])[CH:17]=1)(=[O:13])=[O:14]. The yield is 0.740. (5) The reactants are [C:1]([O:5][C:6]([N:8]1[CH2:13][CH2:12][CH:11]([C:14]2[N:15]([CH2:20][CH2:21][N:22]3[CH2:25][CH2:24][CH2:23]3)[CH:16]=[C:17](Br)[N:18]=2)[CH2:10][CH2:9]1)=[O:7])([CH3:4])([CH3:3])[CH3:2].[F:26][C:27]1[CH:32]=[CH:31][C:30](B(O)O)=[CH:29][C:28]=1[CH3:36].C([O-])([O-])=O.[Cs+].[Cs+]. The catalyst is O1CCOCC1.O.CC(C)([P](C(C)(C)C)([Pd][P](C(C)(C)C)(C(C)(C)C)C(C)(C)C)C(C)(C)C)C. The product is [C:1]([O:5][C:6]([N:8]1[CH2:13][CH2:12][CH:11]([C:14]2[N:15]([CH2:20][CH2:21][N:22]3[CH2:25][CH2:24][CH2:23]3)[CH:16]=[C:17]([C:30]3[CH:31]=[CH:32][C:27]([F:26])=[C:28]([CH3:36])[CH:29]=3)[N:18]=2)[CH2:10][CH2:9]1)=[O:7])([CH3:4])([CH3:3])[CH3:2]. The yield is 0.990. (6) The reactants are C([O-])([O-])=O.[K+].[K+].[F:7][C:8]1[CH:15]=[CH:14][C:13]([NH:16][CH:17]2[CH2:22][CH2:21][CH2:20][N:19]([C:23]3[CH:28]=[CH:27][C:26]([C:29]4[CH:34]=[CH:33][CH:32]=[CH:31][C:30]=4[S:35]([CH3:38])(=[O:37])=[O:36])=[CH:25][C:24]=3[F:39])[C:18]2=[O:40])=[CH:12][C:9]=1[C:10]#[N:11].C[N:42](C=O)C.[OH2:46]. The catalyst is O. The product is [F:7][C:8]1[CH:15]=[CH:14][C:13]([NH:16][CH:17]2[CH2:22][CH2:21][CH2:20][N:19]([C:23]3[CH:28]=[CH:27][C:26]([C:29]4[CH:34]=[CH:33][CH:32]=[CH:31][C:30]=4[S:35]([CH3:38])(=[O:37])=[O:36])=[CH:25][C:24]=3[F:39])[C:18]2=[O:40])=[CH:12][C:9]=1[C:10]([NH:42][OH:46])=[NH:11]. The yield is 0.720. (7) The reactants are C[Si]([C:5]#[C:6][C:7]1[CH:12]=[CH:11][C:10]([C:13](=[O:15])[CH3:14])=[CH:9][CH:8]=1)(C)C.C(=O)([O-])[O-].[K+].[K+]. The catalyst is CO. The product is [C:6]([C:7]1[CH:12]=[CH:11][C:10]([C:13](=[O:15])[CH3:14])=[CH:9][CH:8]=1)#[CH:5]. The yield is 0.910. (8) The reactants are [C:1]1([C:7]2[O:11][N:10]=[C:9]([C:12]([O:14]CC)=[O:13])[C:8]=2[C:17]([F:20])([F:19])[F:18])[CH:6]=[CH:5][CH:4]=[CH:3][CH:2]=1.O.[OH-].[Li+]. The catalyst is CO.O. The product is [C:1]1([C:7]2[O:11][N:10]=[C:9]([C:12]([OH:14])=[O:13])[C:8]=2[C:17]([F:19])([F:20])[F:18])[CH:2]=[CH:3][CH:4]=[CH:5][CH:6]=1. The yield is 0.960. (9) The reactants are C(O[CH:4]=[C:5]([C:11]([O:13][CH2:14][CH3:15])=[O:12])[C:6]([O:8][CH2:9][CH3:10])=[O:7])C.[F:16][C:17]([F:26])([F:25])[C:18]1[CH:24]=[CH:23][CH:22]=[CH:21][C:19]=1[NH2:20]. The catalyst is C1(C)C=CC=CC=1. The product is [F:16][C:17]([F:25])([F:26])[C:18]1[CH:24]=[CH:23][CH:22]=[CH:21][C:19]=1[NH:20][CH:4]=[C:5]([C:6]([O:8][CH2:9][CH3:10])=[O:7])[C:11]([O:13][CH2:14][CH3:15])=[O:12]. The yield is 0.844. (10) The reactants are [I:1][C:2]1[CH:3]=[C:4]([N+:9]([O-:11])=[O:10])[C:5](N)=[N:6][CH:7]=1.N([O-])=O.[Na+].[NH4+].[OH-].[BrH:18]. No catalyst specified. The product is [I:1][C:2]1[CH:3]=[C:4]([N+:9]([O-:11])=[O:10])[C:5]([Br:18])=[N:6][CH:7]=1. The yield is 0.230.